Dataset: Catalyst prediction with 721,799 reactions and 888 catalyst types from USPTO. Task: Predict which catalyst facilitates the given reaction. Reactant: [CH3:1][O:2][C:3]1[CH:4]=[C:5]2[C:10](=[CH:11][C:12]=1[O:13][CH2:14]COC)[N:9]=[CH:8][N:7]=[C:6]2[O:18][C:19]1[CH:20]=[C:21]([CH:23]=[CH:24][CH:25]=1)[NH2:22].[C:26]1([C:32]2[CH:36]=[C:35]([NH:37][C:38](=[O:46])OC3C=CC=CC=3)[O:34][N:33]=2)[CH:31]=[CH:30][CH:29]=[CH:28][CH:27]=1. Product: [CH3:1][O:2][C:3]1[CH:4]=[C:5]2[C:10](=[CH:11][C:12]=1[O:13][CH3:14])[N:9]=[CH:8][N:7]=[C:6]2[O:18][C:19]1[CH:20]=[C:21]([NH:22][C:38]([NH:37][C:35]2[O:34][N:33]=[C:32]([C:26]3[CH:27]=[CH:28][CH:29]=[CH:30][CH:31]=3)[CH:36]=2)=[O:46])[CH:23]=[CH:24][CH:25]=1. The catalyst class is: 5.